Dataset: Full USPTO retrosynthesis dataset with 1.9M reactions from patents (1976-2016). Task: Predict the reactants needed to synthesize the given product. (1) Given the product [Br:1][C:15]1[N:14]=[C:13]([CH3:12])[C:18]([OH:19])=[C:17]([CH3:20])[C:16]=1[CH3:21], predict the reactants needed to synthesize it. The reactants are: [Br:1]N1C(C)(C)C(=O)N(Br)C1=O.[CH3:12][C:13]1[C:18]([OH:19])=[C:17]([CH3:20])[C:16]([CH3:21])=[CH:15][N:14]=1. (2) The reactants are: C(N(CC)CC)C.[NH2:8][C:9]1[C:10]([O:22][CH3:23])=[C:11]([CH:15]=[C:16]([C:18]([CH3:21])([CH3:20])[CH3:19])[CH:17]=1)[C:12]([NH2:14])=[O:13].C1([O:30][C:31](=O)[NH:32][C:33]2[C:42]3[C:37](=[CH:38][CH:39]=[CH:40][CH:41]=3)[C:36]([O:43][C:44]3[CH:49]=[CH:48][N:47]=[C:46]([NH:50][C:51]4[CH:56]=[C:55]([C:57](=[O:67])[NH:58][CH2:59][CH2:60][N:61]5[CH2:66][CH2:65][O:64][CH2:63][CH2:62]5)[CH:54]=[C:53]([O:68][CH3:69])[CH:52]=4)[CH:45]=3)=[CH:35][CH:34]=2)C=CC=CC=1.CN(C=O)C. Given the product [C:18]([C:16]1[CH:15]=[C:11]([C:12](=[O:13])[NH2:14])[C:10]([O:22][CH3:23])=[C:9]([NH:8][C:31](=[O:30])[NH:32][C:33]2[C:42]3[C:37](=[CH:38][CH:39]=[CH:40][CH:41]=3)[C:36]([O:43][C:44]3[CH:49]=[CH:48][N:47]=[C:46]([NH:50][C:51]4[CH:56]=[C:55]([CH:54]=[C:53]([O:68][CH3:69])[CH:52]=4)[C:57]([NH:58][CH2:59][CH2:60][N:61]4[CH2:62][CH2:63][O:64][CH2:65][CH2:66]4)=[O:67])[CH:45]=3)=[CH:35][CH:34]=2)[CH:17]=1)([CH3:20])([CH3:19])[CH3:21], predict the reactants needed to synthesize it. (3) Given the product [CH:1]1([C:7]2[CH:8]=[CH:9][C:10]([CH:13]3[CH2:15][CH:14]3[C:16]([NH:18]/[N:19]=[CH:30]/[C:25]3[CH:26]=[CH:27][CH:28]=[C:29]4[C:24]=3[CH:23]=[CH:22][N:21]=[CH:20]4)=[O:17])=[CH:11][CH:12]=2)[CH2:2][CH2:3][CH2:4][CH2:5][CH2:6]1, predict the reactants needed to synthesize it. The reactants are: [CH:1]1([C:7]2[CH:12]=[CH:11][C:10]([CH:13]3[CH2:15][CH:14]3[C:16]([NH:18][NH2:19])=[O:17])=[CH:9][CH:8]=2)[CH2:6][CH2:5][CH2:4][CH2:3][CH2:2]1.[CH:20]1[C:29]2[CH:28]=[CH:27][CH:26]=[C:25]([CH:30]=O)[C:24]=2[CH:23]=[CH:22][N:21]=1.C(O)(=O)C.